From a dataset of Forward reaction prediction with 1.9M reactions from USPTO patents (1976-2016). Predict the product of the given reaction. (1) Given the reactants O=[C:2]([CH2:13][CH2:14][CH2:15][C:16]1([C:21]2[CH:26]=[CH:25][CH:24]=[CH:23][CH:22]=2)[O:20][CH2:19][CH2:18][O:17]1)[CH2:3][C:4]([NH:6]C1C=CC=CC=1)=[O:5].[NH2:27]N, predict the reaction product. The product is: [C:21]1([C:16]2([CH2:15][CH2:14][CH2:13][C:2]3[CH2:3][C:4](=[O:5])[NH:6][N:27]=3)[O:20][CH2:19][CH2:18][O:17]2)[CH:26]=[CH:25][CH:24]=[CH:23][CH:22]=1. (2) Given the reactants O[CH:2]([C:14]1[CH:19]=[CH:18][CH:17]=[CH:16][C:15]=1[S:20]([N:23]1[CH2:27][CH2:26][CH2:25][CH2:24]1)(=[O:22])=[O:21])[C:3]1[C:11]2[C:10](=[O:12])[CH2:9][CH2:8][CH2:7][C:6]=2[NH:5][C:4]=1[CH3:13].C([SiH](CC)CC)C.FC(F)(F)C(O)=O, predict the reaction product. The product is: [CH3:13][C:4]1[NH:5][C:6]2[CH2:7][CH2:8][CH2:9][C:10](=[O:12])[C:11]=2[C:3]=1[CH2:2][C:14]1[CH:19]=[CH:18][CH:17]=[CH:16][C:15]=1[S:20]([N:23]1[CH2:24][CH2:25][CH2:26][CH2:27]1)(=[O:22])=[O:21]. (3) Given the reactants [N+:1]([C:4]1[CH:9]=[CH:8][N+:7]([O-])=[C:6]2[NH:11][CH:12]=[CH:13][C:5]=12)([O-])=O, predict the reaction product. The product is: [NH2:1][C:4]1[CH:9]=[CH:8][N:7]=[C:6]2[NH:11][CH:12]=[CH:13][C:5]=12. (4) Given the reactants C([O:3][C:4](=[O:34])[CH:5]([C:10]1[CH:11]=[C:12]([C:24]2[CH:29]=[CH:28][C:27]([C:30]([F:33])([F:32])[F:31])=[CH:26][CH:25]=2)[CH:13]=[C:14](OS(C(F)(F)F)(=O)=O)[CH:15]=1)[CH2:6][CH:7]([CH3:9])[CH3:8])C.[CH3:35][N:36]([CH3:46])[C:37]1[CH:38]=[C:39](B(O)O)[CH:40]=[CH:41][CH:42]=1, predict the reaction product. The product is: [CH3:35][N:36]([CH3:46])[C:37]1[CH:42]=[C:41]([C:14]2[CH:15]=[C:10]([CH:5]([CH2:6][CH:7]([CH3:8])[CH3:9])[C:4]([OH:3])=[O:34])[CH:11]=[C:12]([C:24]3[CH:29]=[CH:28][C:27]([C:30]([F:32])([F:33])[F:31])=[CH:26][CH:25]=3)[CH:13]=2)[CH:40]=[CH:39][CH:38]=1. (5) Given the reactants [Si]([O:8][CH2:9][CH2:10][CH2:11][C@@:12]1([C:29]2[CH:34]=[CH:33][CH:32]=[CH:31][CH:30]=2)[O:17][C:16](=[O:18])[N:15]([C@H:19]([C:21]2[CH:26]=[CH:25][C:24]([CH:27]=[CH2:28])=[CH:23][CH:22]=2)[CH3:20])[CH2:14][CH2:13]1)(C(C)(C)C)(C)C.[OH2:35].[OH-].[Na+].OO, predict the reaction product. The product is: [OH:35][CH2:28][CH2:27][C:24]1[CH:25]=[CH:26][C:21]([C@@H:19]([N:15]2[CH2:14][CH2:13][C@:12]([CH2:11][CH2:10][CH2:9][OH:8])([C:29]3[CH:34]=[CH:33][CH:32]=[CH:31][CH:30]=3)[O:17][C:16]2=[O:18])[CH3:20])=[CH:22][CH:23]=1. (6) Given the reactants [F:1][C:2]1[CH:7]=[CH:6][C:5](Br)=[CH:4][CH:3]=1.C[Sn](C)(C)[C:11]1[CH:16]=[CH:15][CH:14]=[CH:13][CH:12]=1, predict the reaction product. The product is: [F:1][C:2]1[CH:7]=[CH:6][C:5]([C:11]2[CH:16]=[CH:15][CH:14]=[CH:13][CH:12]=2)=[CH:4][CH:3]=1. (7) Given the reactants C[O:2][C:3]([C:5]1[NH:6][C:7]([C:10]2[C:19]3[C:14](=[CH:15][CH:16]=[CH:17][CH:18]=3)[CH:13]=[CH:12][CH:11]=2)=[CH:8][CH:9]=1)=O.O.[OH-].[Li+].C(O)(=O)CC(CC(O)=O)(C(O)=O)O.C(Cl)(=O)C([Cl:39])=O, predict the reaction product. The product is: [C:10]1([C:7]2[NH:6][C:5]([C:3]([Cl:39])=[O:2])=[CH:9][CH:8]=2)[C:19]2[C:14](=[CH:15][CH:16]=[CH:17][CH:18]=2)[CH:13]=[CH:12][CH:11]=1.